Dataset: Forward reaction prediction with 1.9M reactions from USPTO patents (1976-2016). Task: Predict the product of the given reaction. (1) Given the reactants [C:1]1([CH:11]=O)[C:10]2[C:5](=[CH:6][CH:7]=[CH:8][CH:9]=2)[CH:4]=[CH:3][CH:2]=1.ClC1C=[C:16](C=CC=1)[CH:17]=[O:18].[CH3:22][Si:23]([CH3:30])([CH3:29])N[Si:23]([CH3:30])([CH3:29])[CH3:22].C([Li])CCC.C[Si](Cl)(C)C.C([N:43](CC)CC)C.C(Cl)(=O)C, predict the reaction product. The product is: [C:1]1([CH:11]=[N:43][C:17]([O:16][Si:23]([CH3:30])([CH3:29])[CH3:22])=[CH2:18])[C:10]2[C:5](=[CH:6][CH:7]=[CH:8][CH:9]=2)[CH:4]=[CH:3][CH:2]=1. (2) The product is: [CH:23]1([C@H:15]([NH:14][C:12]([C:9]2[CH:10]=[CH:11][C:6]([NH:5][C:3]([NH:2][CH3:1])=[O:4])=[CH:7][C:8]=2[NH:29][C:30]([NH:32][C:33]2[C:34]([CH3:41])=[CH:35][C:36]([CH3:40])=[CH:37][C:38]=2[CH3:39])=[O:31])=[O:13])[C:16]([O:18][C:19]([CH3:22])([CH3:21])[CH3:20])=[O:17])[CH2:28][CH2:27][CH2:26][CH2:25][CH2:24]1. Given the reactants [CH3:1][N:2]=[C:3]=[O:4].[NH2:5][C:6]1[CH:11]=[CH:10][C:9]([C:12]([NH:14][C@@H:15]([CH:23]2[CH2:28][CH2:27][CH2:26][CH2:25][CH2:24]2)[C:16]([O:18][C:19]([CH3:22])([CH3:21])[CH3:20])=[O:17])=[O:13])=[C:8]([NH:29][C:30]([NH:32][C:33]2[C:38]([CH3:39])=[CH:37][C:36]([CH3:40])=[CH:35][C:34]=2[CH3:41])=[O:31])[CH:7]=1.CCCCCC.C(OCC)(=O)C, predict the reaction product. (3) Given the reactants I[C:2]1[C:10]2[C:5](=[CH:6][CH:7]=[C:8]([NH:11][C:12](=[O:24])[CH:13]([N:19]3[CH2:23][CH2:22][CH2:21][CH2:20]3)[C:14]3[CH:18]=[CH:17][S:16][CH:15]=3)[CH:9]=2)[NH:4][N:3]=1.CC1(C)C(C)(C)OB([C:33]2[CH:45]=[CH:44][C:36]([CH2:37][N:38]3[CH2:43][CH2:42][O:41][CH2:40][CH2:39]3)=[CH:35][CH:34]=2)O1.C([O-])([O-])=O.[Na+].[Na+], predict the reaction product. The product is: [O:41]1[CH2:42][CH2:43][N:38]([CH2:37][C:36]2[CH:35]=[CH:34][C:33]([C:2]3[C:10]4[C:5](=[CH:6][CH:7]=[C:8]([NH:11][C:12](=[O:24])[CH:13]([N:19]5[CH2:23][CH2:22][CH2:21][CH2:20]5)[C:14]5[CH:18]=[CH:17][S:16][CH:15]=5)[CH:9]=4)[NH:4][N:3]=3)=[CH:45][CH:44]=2)[CH2:39][CH2:40]1. (4) Given the reactants [CH:1]([N:4]1[CH2:9][CH2:8][CH:7]([O:10][C:11]2[CH:19]=[CH:18][C:17]3[N:16]4[C@H:20]([CH3:25])[CH2:21][NH:22][C:23](=[O:24])[C:15]4=[CH:14][C:13]=3[CH:12]=2)[CH2:6][CH2:5]1)([CH3:3])[CH3:2].[H-].[Na+].Cl.Cl[CH2:30][C:31]1[CH:32]=[N:33][CH:34]=[CH:35][CH:36]=1, predict the reaction product. The product is: [CH:1]([N:4]1[CH2:9][CH2:8][CH:7]([O:10][C:11]2[CH:19]=[CH:18][C:17]3[N:16]4[C@H:20]([CH3:25])[CH2:21][N:22]([CH2:30][C:31]5[CH:32]=[N:33][CH:34]=[CH:35][CH:36]=5)[C:23](=[O:24])[C:15]4=[CH:14][C:13]=3[CH:12]=2)[CH2:6][CH2:5]1)([CH3:3])[CH3:2]. (5) Given the reactants Cl[C:2]([O:4][C:5]1[CH:10]=[CH:9][C:8]([NH:11][C:12](=[O:20])[CH2:13][CH:14]2[CH2:19][CH2:18][CH2:17][CH2:16][CH2:15]2)=[CH:7][CH:6]=1)=[O:3].[OH:21][CH2:22][CH:23]1[CH2:28][CH2:27][NH:26][CH2:25][CH2:24]1, predict the reaction product. The product is: [CH:14]1([CH2:13][C:12]([NH:11][C:8]2[CH:9]=[CH:10][C:5]([O:4][C:2]([N:26]3[CH2:27][CH2:28][CH:23]([CH2:22][OH:21])[CH2:24][CH2:25]3)=[O:3])=[CH:6][CH:7]=2)=[O:20])[CH2:19][CH2:18][CH2:17][CH2:16][CH2:15]1. (6) Given the reactants [F:1][C:2]([F:18])([F:17])[C:3]1[N:8]=[C:7]([N:9]2[CH:13]=[C:12]([C:14]([OH:16])=O)[CH:11]=[N:10]2)[CH:6]=[N:5][CH:4]=1.C(OC([N:26]1[CH2:31][CH2:30][O:29][C@@H:28]([C:32]2[CH:37]=[CH:36][C:35]([NH2:38])=[C:34]([Cl:39])[CH:33]=2)[CH2:27]1)=O)(C)(C)C, predict the reaction product. The product is: [ClH:39].[Cl:39][C:34]1[CH:33]=[C:32]([C@@H:28]2[O:29][CH2:30][CH2:31][NH:26][CH2:27]2)[CH:37]=[CH:36][C:35]=1[NH:38][C:14]([C:12]1[CH:11]=[N:10][N:9]([C:7]2[CH:6]=[N:5][CH:4]=[C:3]([C:2]([F:1])([F:18])[F:17])[N:8]=2)[CH:13]=1)=[O:16]. (7) Given the reactants [CH3:1][O:2][C:3]1[CH:8]=[C:7]([O:9]C)[C:6]([O:11]C)=[C:5]([CH2:13][CH2:14][CH2:15][CH2:16][CH2:17][CH2:18][CH2:19][CH2:20][CH2:21][CH2:22][CH2:23][CH2:24][CH3:25])[C:4]=1[O:26]C.[N+]([O-])([O-])=O.[NH4+].[Ce+4].[N+]([O-])([O-])=O.[N+]([O-])([O-])=O.[N+]([O-])([O-])=O.[N+]([O-])([O-])=O.O.Cl(O)(=O)(=O)=O, predict the reaction product. The product is: [OH:11][C:6]1[C:7](=[O:9])[CH:8]=[C:3]([O:2][CH3:1])[C:4](=[O:26])[C:5]=1[CH2:13][CH2:14][CH2:15][CH2:16][CH2:17][CH2:18][CH2:19][CH2:20][CH2:21][CH2:22][CH2:23][CH2:24][CH3:25].